From a dataset of Forward reaction prediction with 1.9M reactions from USPTO patents (1976-2016). Predict the product of the given reaction. Given the reactants [OH-:1].[Na+].[CH:3]([C:5]1[CH2:11][C:10]2[CH:12]=[C:13]3[O:18][CH2:17][O:16][C:14]3=[CH:15][C:9]=2[C:8]([C:19]2[CH:24]=[CH:23][C:22]([N+:25]([O-:27])=[O:26])=[CH:21][CH:20]=2)=[N:7][N:6]=1)=[O:4], predict the reaction product. The product is: [N+:25]([C:22]1[CH:21]=[CH:20][C:19]([C:8]2[C:9]3[CH:15]=[C:14]4[O:16][CH2:17][O:18][C:13]4=[CH:12][C:10]=3[CH2:11][C:5]([C:3]([OH:1])=[O:4])=[N:6][N:7]=2)=[CH:24][CH:23]=1)([O-:27])=[O:26].